From a dataset of Peptide-MHC class I binding affinity with 185,985 pairs from IEDB/IMGT. Regression. Given a peptide amino acid sequence and an MHC pseudo amino acid sequence, predict their binding affinity value. This is MHC class I binding data. (1) The peptide sequence is LLQLPRDKF. The binding affinity (normalized) is 0.217. The MHC is HLA-A24:02 with pseudo-sequence HLA-A24:02. (2) The peptide sequence is FMVSVSDFR. The MHC is HLA-A11:01 with pseudo-sequence HLA-A11:01. The binding affinity (normalized) is 0.427. (3) The peptide sequence is IPLTEEAEL. The MHC is HLA-B40:02 with pseudo-sequence HLA-B40:02. The binding affinity (normalized) is 0.0398. (4) The peptide sequence is RLPKTAML. The MHC is Mamu-A01 with pseudo-sequence Mamu-A01. The binding affinity (normalized) is 0.723.